This data is from Reaction yield outcomes from USPTO patents with 853,638 reactions. The task is: Predict the reaction yield, written as a fraction of the theoretical maximum amount of product (1.0 means a 100% yield; for example, 0.34 means a 34% yield). The reactants are [Br:1][C:2]1[CH:3]=[CH:4][C:5]([OH:18])=[C:6]([C:8](=[O:17])/[CH:9]=[CH:10]/[C:11]2[CH:16]=[CH:15][N:14]=[CH:13][CH:12]=2)[CH:7]=1.[OH-].[Na+]. The catalyst is CCO.O.CCOC(C)=O. The product is [Br:1][C:2]1[CH:7]=[C:6]2[C:5](=[CH:4][CH:3]=1)[O:18][CH:10]([C:11]1[CH:12]=[CH:13][N:14]=[CH:15][CH:16]=1)[CH2:9][C:8]2=[O:17]. The yield is 0.500.